Dataset: Forward reaction prediction with 1.9M reactions from USPTO patents (1976-2016). Task: Predict the product of the given reaction. (1) Given the reactants [C:9](O[C:9]([O:11][C:12]([CH3:15])([CH3:14])[CH3:13])=[O:10])([O:11][C:12]([CH3:15])([CH3:14])[CH3:13])=[O:10].Cl.[CH3:17][O:18][C:19](=[O:30])[C@H:20]([CH2:22][C:23]1[CH:28]=[CH:27][C:26]([OH:29])=[CH:25][CH:24]=1)[NH2:21].C(=O)([O-])O.[Na+], predict the reaction product. The product is: [CH3:17][O:18][C:19](=[O:30])[C@@H:20]([NH:21][C:9]([O:11][C:12]([CH3:13])([CH3:14])[CH3:15])=[O:10])[CH2:22][C:23]1[CH:28]=[CH:27][C:26]([OH:29])=[CH:25][CH:24]=1. (2) Given the reactants [CH2:1]([OH:9])[CH:2]=[CH:3][CH2:4][CH2:5][CH2:6][CH:7]=[CH2:8].[CH2:10]1[O:13][CH:11]1[CH3:12], predict the reaction product. The product is: [CH2:1]([O:9][CH2:10][CH:11]([OH:13])[CH3:12])[CH:2]=[CH:3][CH2:4][CH2:5][CH2:6][CH:7]=[CH2:8].[CH2:1]([O:9][CH:11]([CH3:12])[CH2:10][OH:13])[CH:2]=[CH:3][CH2:4][CH2:5][CH2:6][CH:7]=[CH2:8]. (3) Given the reactants [Cl:1][C:2]1[CH:9]=[CH:8][CH:7]=[C:6]([F:10])[C:3]=1[C:4]#[N:5].C1C(=O)N([Br:18])C(=O)C1, predict the reaction product. The product is: [Br:18][C:9]1[C:2]([Cl:1])=[C:3]([C:6]([F:10])=[CH:7][CH:8]=1)[C:4]#[N:5].